Dataset: Catalyst prediction with 721,799 reactions and 888 catalyst types from USPTO. Task: Predict which catalyst facilitates the given reaction. (1) Reactant: [Br:1][C:2]1[CH:7]=[CH:6][C:5]([NH:8][C:9](=[O:12])[CH2:10][NH2:11])=[C:4]([C:13]([C:15]2[CH:20]=[CH:19][CH:18]=[CH:17][C:16]=2[F:21])=O)[CH:3]=1.C(O)C. Product: [Br:1][C:2]1[CH:7]=[CH:6][C:5]2[NH:8][C:9](=[O:12])[CH2:10][N:11]=[C:13]([C:15]3[CH:20]=[CH:19][CH:18]=[CH:17][C:16]=3[F:21])[C:4]=2[CH:3]=1. The catalyst class is: 15. (2) Reactant: C(OC([N:11]1[CH2:16][CH2:15][CH2:14][CH:13]([N:17]2[C:21]([C:22]3[CH:27]=[CH:26][CH:25]=[CH:24][CH:23]=3)=[C:20]([C:28]([N:30]3[CH2:35][CH2:34][N:33]([C:36]([O:38][C:39]([CH3:42])([CH3:41])[CH3:40])=[O:37])[CH2:32][CH2:31]3)=[O:29])[NH:19][C:18]2=[O:43])[CH2:12]1)=O)C1C=CC=CC=1. Product: [O:43]=[C:18]1[NH:19][C:20]([C:28]([N:30]2[CH2:31][CH2:32][N:33]([C:36]([O:38][C:39]([CH3:42])([CH3:41])[CH3:40])=[O:37])[CH2:34][CH2:35]2)=[O:29])=[C:21]([C:22]2[CH:27]=[CH:26][CH:25]=[CH:24][CH:23]=2)[N:17]1[CH:13]1[CH2:14][CH2:15][CH2:16][NH:11][CH2:12]1. The catalyst class is: 43.